From a dataset of Catalyst prediction with 721,799 reactions and 888 catalyst types from USPTO. Predict which catalyst facilitates the given reaction. Reactant: [Cl:1][C:2]1[CH:3]=[C:4]2[C:8](=[CH:9][CH:10]=1)[NH:7][CH:6]=[C:5]2[CH2:11][CH2:12][NH:13][C:14](=[O:22])[C:15]1[CH:20]=[CH:19][CH:18]=[C:17](I)[CH:16]=1.[CH3:23][O:24][C:25]1[CH:30]=[CH:29][C:28](B(O)O)=[CH:27][CH:26]=1.C(=O)([O-])[O-].[Na+].[Na+]. Product: [Cl:1][C:2]1[CH:3]=[C:4]2[C:8](=[CH:9][CH:10]=1)[NH:7][CH:6]=[C:5]2[CH2:11][CH2:12][NH:13][C:14]([C:15]1[CH:16]=[C:17]([C:28]2[CH:29]=[CH:30][C:25]([O:24][CH3:23])=[CH:26][CH:27]=2)[CH:18]=[CH:19][CH:20]=1)=[O:22]. The catalyst class is: 437.